This data is from Forward reaction prediction with 1.9M reactions from USPTO patents (1976-2016). The task is: Predict the product of the given reaction. (1) The product is: [Cl:1][C:2]1[C:3]2[CH:10]=[CH:9][N:8]([CH2:18][CH:19]3[CH2:24][CH2:23][N:22]([C:25]([O:27][C:28]([CH3:29])([CH3:31])[CH3:30])=[O:26])[CH2:21][CH2:20]3)[C:4]=2[N:5]=[CH:6][N:7]=1. Given the reactants [Cl:1][C:2]1[C:3]2[CH:10]=[CH:9][NH:8][C:4]=2[N:5]=[CH:6][N:7]=1.C([O-])([O-])=O.[K+].[K+].Br[CH2:18][CH:19]1[CH2:24][CH2:23][N:22]([C:25]([O:27][C:28]([CH3:31])([CH3:30])[CH3:29])=[O:26])[CH2:21][CH2:20]1, predict the reaction product. (2) Given the reactants [C:1]([C:3]1[CH:8]=[CH:7][C:6]([NH:9]/[C:10](=[C:17]2\[C:18](=[O:26])[NH:19][C:20]3[C:25]\2=[CH:24][CH:23]=[CH:22][CH:21]=3)/[C:11]2[CH:16]=[CH:15][CH:14]=[CH:13][CH:12]=2)=[CH:5][CH:4]=1)#[N:2].[H][H], predict the reaction product. The product is: [NH2:2][CH2:1][C:3]1[CH:4]=[CH:5][C:6]([NH:9]/[C:10](=[C:17]2\[C:18](=[O:26])[NH:19][C:20]3[C:25]\2=[CH:24][CH:23]=[CH:22][CH:21]=3)/[C:11]2[CH:16]=[CH:15][CH:14]=[CH:13][CH:12]=2)=[CH:7][CH:8]=1. (3) Given the reactants [N:1]1[C:10]2[CH:9]=[CH:8][N:7]=[C:6]([NH2:11])[C:5]=2[CH:4]=[CH:3][CH:2]=1.[Cl:12][CH2:13][C:14](=O)[CH2:15]Cl, predict the reaction product. The product is: [Cl:12][CH2:13][C:14]1[N:11]=[C:6]2[N:7]([CH:15]=1)[CH:8]=[CH:9][C:10]1[N:1]=[CH:2][CH:3]=[CH:4][C:5]2=1. (4) Given the reactants [CH3:1][C:2]1[N:3]=[C:4]2[S:22][CH:21]=[CH:20][N:5]2[C:6](=[O:19])[C:7]=1[C:8]1[CH:13]=[CH:12][C:11]([O:14][C:15]([F:18])([F:17])[F:16])=[CH:10][CH:9]=1.[CH2:23]([O:27][C:28]1[C:35]([O:36][CH3:37])=[CH:34][CH:33]=[CH:32][C:29]=1[CH:30]=O)[CH:24]([CH3:26])[CH3:25].[O-]CC.[Na+], predict the reaction product. The product is: [CH2:23]([O:27][C:28]1[C:35]([O:36][CH3:37])=[CH:34][CH:33]=[CH:32][C:29]=1/[CH:30]=[CH:1]/[C:2]1[N:3]=[C:4]2[S:22][CH:21]=[CH:20][N:5]2[C:6](=[O:19])[C:7]=1[C:8]1[CH:13]=[CH:12][C:11]([O:14][C:15]([F:17])([F:18])[F:16])=[CH:10][CH:9]=1)[CH:24]([CH3:26])[CH3:25].